This data is from Rat liver microsome stability data. The task is: Regression/Classification. Given a drug SMILES string, predict its absorption, distribution, metabolism, or excretion properties. Task type varies by dataset: regression for continuous measurements (e.g., permeability, clearance, half-life) or binary classification for categorical outcomes (e.g., BBB penetration, CYP inhibition). Dataset: rlm. The drug is Cc1nc(-c2cc3cc(Oc4ccccc4)ccc3[nH]2)sc1C(=O)O. The result is 0 (unstable in rat liver microsomes).